From a dataset of Full USPTO retrosynthesis dataset with 1.9M reactions from patents (1976-2016). Predict the reactants needed to synthesize the given product. (1) Given the product [Br:11][C:12]1[CH:13]=[C:14]([CH:15]=[CH:16][CH:17]=1)[O:18][CH2:4][C:5]1[N:6]=[CH:7][CH:8]=[CH:9][C:10]=1[C:1]([OH:3])=[O:2], predict the reactants needed to synthesize it. The reactants are: [C:1]1([C:10]2[C:5](=[N:6][CH:7]=[CH:8][CH:9]=2)[CH2:4][O:3]1)=[O:2].[Br:11][C:12]1[CH:13]=[C:14]([OH:18])[CH:15]=[CH:16][CH:17]=1.CO.C[O-].[Na+].CN(C=O)C. (2) Given the product [I:17][C:12]1[CH:13]=[C:14]2[C:9](=[CH:10][CH:11]=1)[O:8][C@@H:7]([CH2:5][NH:4][CH2:3][C@H:2]([OH:1])[CH2:18][O:19][C:20]1[CH:25]=[CH:24][CH:23]=[CH:22][CH:21]=1)[CH2:16][CH2:15]2, predict the reactants needed to synthesize it. The reactants are: [OH:1][C@H:2]([CH2:18][O:19][C:20]1[CH:25]=[CH:24][CH:23]=[CH:22][CH:21]=1)[CH2:3][NH:4][C:5]([C@H:7]1[CH2:16][CH2:15][C:14]2[C:9](=[CH:10][CH:11]=[C:12]([I:17])[CH:13]=2)[O:8]1)=O.B.CSC. (3) Given the product [Cl:20][C:16]1[CH:15]=[C:14]([N:11]2[CH2:12][CH2:13][NH:8][CH2:9][C:10]2=[O:21])[CH:19]=[CH:18][CH:17]=1, predict the reactants needed to synthesize it. The reactants are: C(OC([N:8]1[CH2:13][CH2:12][N:11]([C:14]2[CH:19]=[CH:18][CH:17]=[C:16]([Cl:20])[CH:15]=2)[C:10](=[O:21])[CH2:9]1)=O)(C)(C)C.Cl. (4) The reactants are: [CH:1]1([N:4]2[CH2:9][CH2:8][NH:7][CH2:6][CH2:5]2)[CH2:3][CH2:2]1.[Cl:10][C:11]1[CH:20]=[CH:19][C:18]2[C:13](=[CH:14][CH:15]=[C:16]([F:21])[CH:17]=2)[N:12]=1. Given the product [ClH:10].[CH:1]1([N:4]2[CH2:9][CH2:8][N:7]([C:11]3[CH:20]=[CH:19][C:18]4[C:13](=[CH:14][CH:15]=[C:16]([F:21])[CH:17]=4)[N:12]=3)[CH2:6][CH2:5]2)[CH2:3][CH2:2]1, predict the reactants needed to synthesize it. (5) Given the product [F:1][C:2]1[CH:9]=[CH:8][C:7]([CH:10]2[C:23]3[CH:22]=[CH:21][C:20]4[C:15](=[N:16][CH:17]=[CH:18][CH:19]=4)[C:14]=3[NH:13][S:12](=[O:25])(=[O:24])[N:11]2[CH3:26])=[CH:6][C:3]=1[CH2:4][NH:13][CH2:14][CH2:15][N:16]1[CH2:37][CH2:38][O:42][CH2:41][CH2:17]1, predict the reactants needed to synthesize it. The reactants are: [F:1][C:2]1[CH:9]=[CH:8][C:7]([CH:10]2[C:23]3[CH:22]=[CH:21][C:20]4[C:15](=[N:16][CH:17]=[CH:18][CH:19]=4)[C:14]=3[NH:13][S:12](=[O:25])(=[O:24])[N:11]2[CH3:26])=[CH:6][C:3]=1[CH:4]=O.C(O[BH-](O[C:37](=O)[CH3:38])OC(=O)C)(=O)C.[Na+].[CH3:41][OH:42]. (6) Given the product [C:1]([O:5][C:6](=[O:24])[CH2:7][N:8]([C:9]([O:11][C:12]([CH3:15])([CH3:14])[CH3:13])=[O:10])[C:16]1[CH:21]=[CH:20][CH:19]=[C:18]([CH2:22][NH:23][S:31]([C:26]2[CH:27]=[CH:28][CH:29]=[CH:30][N:25]=2)(=[O:33])=[O:32])[N:17]=1)([CH3:2])([CH3:3])[CH3:4], predict the reactants needed to synthesize it. The reactants are: [C:1]([O:5][C:6](=[O:24])[CH2:7][N:8]([C:16]1[CH:21]=[CH:20][CH:19]=[C:18]([CH2:22][NH2:23])[N:17]=1)[C:9]([O:11][C:12]([CH3:15])([CH3:14])[CH3:13])=[O:10])([CH3:4])([CH3:3])[CH3:2].[N:25]1[CH:30]=[CH:29][CH:28]=[CH:27][C:26]=1[S:31](Cl)(=[O:33])=[O:32]. (7) Given the product [CH3:1][C:2]1[C:6]2[CH:7]=[CH:8][CH:9]=[CH:10][C:5]=2[O:4][C:3]=1[CH:11]([NH:20][C:21]1[CH:22]=[CH:23][C:24]([C:25]([OH:27])=[O:26])=[CH:29][CH:30]=1)[CH2:12][O:13][C:14]1[CH:19]=[CH:18][CH:17]=[CH:16][CH:15]=1, predict the reactants needed to synthesize it. The reactants are: [CH3:1][C:2]1[C:6]2[CH:7]=[CH:8][CH:9]=[CH:10][C:5]=2[O:4][C:3]=1[CH:11]([NH:20][C:21]1[CH:30]=[CH:29][C:24]([C:25]([O:27]C)=[O:26])=[CH:23][CH:22]=1)[CH2:12][O:13][C:14]1[CH:19]=[CH:18][CH:17]=[CH:16][CH:15]=1.O1CCCC1.[OH-].[Na+]. (8) Given the product [CH3:30][O:29][C:27](=[O:28])[N:14]([S:15]([CH3:18])(=[O:16])=[O:17])[N:8]1[C:7](=[O:19])[C:6]2[C:11](=[CH:12][C:3]([CH2:1][CH3:2])=[C:4]([C:20]3[N:21]([CH3:25])[N:22]=[CH:23][CH:24]=3)[CH:5]=2)[NH:10][C:9]1=[O:13], predict the reactants needed to synthesize it. The reactants are: [CH2:1]([C:3]1[CH:12]=[C:11]2[C:6]([C:7](=[O:19])[N:8]([NH:14][S:15]([CH3:18])(=[O:17])=[O:16])[C:9](=[O:13])[NH:10]2)=[CH:5][C:4]=1[C:20]1[N:21]([CH3:25])[N:22]=[CH:23][CH:24]=1)[CH3:2].Cl[C:27]([O:29][CH3:30])=[O:28]. (9) Given the product [CH:1]1([S:6][CH:7]([C:11]2[CH:16]=[C:15]([F:17])[CH:14]=[C:13]([F:18])[CH:12]=2)[C:8]([NH:19][C:20]2[CH:25]=[CH:24][CH:23]=[CH:22][N:21]=2)=[O:10])[CH2:2][CH2:3][CH2:4][CH2:5]1, predict the reactants needed to synthesize it. The reactants are: [CH:1]1([S:6][CH:7]([C:11]2[CH:16]=[C:15]([F:17])[CH:14]=[C:13]([F:18])[CH:12]=2)[C:8]([OH:10])=O)[CH2:5][CH2:4][CH2:3][CH2:2]1.[NH2:19][C:20]1[CH:25]=[CH:24][CH:23]=[CH:22][N:21]=1. (10) Given the product [CH3:14][O:13][C:4]1[CH:3]=[C:2]([CH:7]=[CH:6][C:5]=1[C:8]([O:11][CH3:12])([CH3:10])[CH3:9])[C:21]([O:23][CH2:24][CH3:25])=[O:22], predict the reactants needed to synthesize it. The reactants are: Br[C:2]1[CH:7]=[CH:6][C:5]([C:8]([O:11][CH3:12])([CH3:10])[CH3:9])=[C:4]([O:13][CH3:14])[CH:3]=1.C([Li])CCC.Cl[C:21]([O:23][CH2:24][CH3:25])=[O:22].